This data is from Forward reaction prediction with 1.9M reactions from USPTO patents (1976-2016). The task is: Predict the product of the given reaction. (1) Given the reactants [F:1][C:2]1[CH:3]=[C:4]([C:10]2[CH:11]=[C:12]([CH2:27]OS(C)(=O)=O)[C:13](=[O:26])[N:14]([CH2:16][CH2:17][CH2:18][C:19]3[CH:24]=[CH:23][C:22]([F:25])=[CH:21][CH:20]=3)[N:15]=2)[CH:5]=[CH:6][C:7]=1[O:8][CH3:9].[N:33]1([C:39]([O:41][C:42]([CH3:45])([CH3:44])[CH3:43])=[O:40])[CH2:38][CH2:37][NH:36][CH2:35][CH2:34]1, predict the reaction product. The product is: [C:42]([O:41][C:39]([N:33]1[CH2:38][CH2:37][N:36]([CH2:27][C:12]2[C:13](=[O:26])[N:14]([CH2:16][CH2:17][CH2:18][C:19]3[CH:20]=[CH:21][C:22]([F:25])=[CH:23][CH:24]=3)[N:15]=[C:10]([C:4]3[CH:5]=[CH:6][C:7]([O:8][CH3:9])=[C:2]([F:1])[CH:3]=3)[CH:11]=2)[CH2:35][CH2:34]1)=[O:40])([CH3:45])([CH3:43])[CH3:44]. (2) Given the reactants [CH3:1][O:2][C:3]1[C:4]2[N:5]([C:11]([C:32]3[CH:37]=[CH:36][CH:35]=[CH:34][CH:33]=3)=[C:12]([C:14]3[CH:19]=[CH:18][C:17]([C:20]4([NH:24]C(=O)OC(C)(C)C)[CH2:23][CH2:22][CH2:21]4)=[CH:16][CH:15]=3)[N:13]=2)[N:6]=[C:7]([CH:9]=[CH2:10])[CH:8]=1.FC(F)(F)S(O)(=O)=O.[OH-].[Na+], predict the reaction product. The product is: [CH3:1][O:2][C:3]1[C:4]2[N:5]([C:11]([C:32]3[CH:37]=[CH:36][CH:35]=[CH:34][CH:33]=3)=[C:12]([C:14]3[CH:19]=[CH:18][C:17]([C:20]4([NH2:24])[CH2:23][CH2:22][CH2:21]4)=[CH:16][CH:15]=3)[N:13]=2)[N:6]=[C:7]([CH:9]=[CH2:10])[CH:8]=1. (3) Given the reactants Br[CH2:2][C:3]([NH:5][C:6]1[CH:11]=[CH:10][CH:9]=[CH:8][CH:7]=1)=[O:4].[NH2:12][C:13]1[CH:18]=[CH:17][C:16]([CH3:19])=[CH:15][CH:14]=1.[O-]P([O-])([O-])=O.[K+].[K+].[K+], predict the reaction product. The product is: [C:16]1([CH3:19])[CH:17]=[CH:18][C:13]([NH:12][C:7]2[CH:8]=[CH:9][CH:10]=[CH:11][C:6]=2[NH:5][C:3](=[O:4])[CH3:2])=[CH:14][CH:15]=1. (4) Given the reactants [CH3:1][C@:2]([NH2:13])([C:10]([OH:12])=[O:11])[CH2:3][C:4]1[CH:9]=[CH:8][CH:7]=[CH:6][CH:5]=1.[OH-].[Na+].[CH3:16][C:17]([O:20][C:21](O[C:21]([O:20][C:17]([CH3:19])([CH3:18])[CH3:16])=[O:22])=[O:22])([CH3:19])[CH3:18].Cl, predict the reaction product. The product is: [C:17]([O:20][C:21]([NH:13][C@:2]([CH3:1])([CH2:3][C:4]1[CH:9]=[CH:8][CH:7]=[CH:6][CH:5]=1)[C:10]([OH:12])=[O:11])=[O:22])([CH3:19])([CH3:18])[CH3:16]. (5) Given the reactants [H-].[Al+3].[Li+].[H-].[H-].[H-].[CH3:7][C:8]1([CH3:20])[CH2:19][O:18][C:11]2([CH2:17][CH2:16][C:14](=[O:15])[CH2:13][CH2:12]2)[O:10][CH2:9]1.O.[OH-].[Na+], predict the reaction product. The product is: [CH3:7][C:8]1([CH3:20])[CH2:9][O:10][C:11]2([CH2:12][CH2:13][CH:14]([OH:15])[CH2:16][CH2:17]2)[O:18][CH2:19]1.